From a dataset of Reaction yield outcomes from USPTO patents with 853,638 reactions. Predict the reaction yield, written as a fraction of the theoretical maximum amount of product (1.0 means a 100% yield; for example, 0.34 means a 34% yield). (1) The reactants are C([Si](C)(C)[O:6][C@H:7]([C:25]1[CH:26]=[CH:27][C:28]([NH:31][C:32](=[O:34])[CH3:33])=[N:29][CH:30]=1)[CH2:8][NH:9][CH2:10][CH2:11][O:12][C:13]1[CH:18]=[CH:17][C:16]([C:19]2[N:20]=[C:21]([CH3:24])[S:22][CH:23]=2)=[CH:15][CH:14]=1)(C)(C)C.[F-].C([N+](CCCC)(CCCC)CCCC)CCC. The catalyst is O1CCCC1. The product is [OH:6][C@H:7]([C:25]1[CH:26]=[CH:27][C:28]([NH:31][C:32](=[O:34])[CH3:33])=[N:29][CH:30]=1)[CH2:8][NH:9][CH2:10][CH2:11][O:12][C:13]1[CH:14]=[CH:15][C:16]([C:19]2[N:20]=[C:21]([CH3:24])[S:22][CH:23]=2)=[CH:17][CH:18]=1. The yield is 0.830. (2) The reactants are Cl.[F:2][C:3]1[CH:8]=[CH:7][CH:6]=[CH:5][C:4]=1[NH:9][NH2:10].C(=O)([O-])[O-].[K+].[K+].[C:17](OCC)(=[O:25])[C:18]#[C:19][C:20]([O:22][CH2:23][CH3:24])=[O:21].Cl. The catalyst is C(O)C.O. The product is [F:2][C:3]1[CH:8]=[CH:7][CH:6]=[CH:5][C:4]=1[N:9]1[C:17]([OH:25])=[CH:18][C:19]([C:20]([O:22][CH2:23][CH3:24])=[O:21])=[N:10]1. The yield is 0.840. (3) The product is [CH2:13]([C:17]1[N:18]=[C:19]([CH3:48])[N:20]([C:39]2[CH:40]=[CH:41][C:42]([O:45][CH2:46][CH3:47])=[CH:43][CH:44]=2)[C:21](=[O:38])[C:22]=1[CH2:23][C:24]1[CH:25]=[CH:26][C:27]([C:30]2[CH:35]=[CH:34][CH:33]=[CH:32][C:31]=2[C:36]2[NH:3][C:4](=[O:7])[O:5][N:37]=2)=[CH:28][CH:29]=1)[CH2:14][CH2:15][CH3:16]. The reactants are [Cl-].O[NH3+:3].[C:4](=[O:7])([O-])[OH:5].[Na+].CS(C)=O.[CH2:13]([C:17]1[N:18]=[C:19]([CH3:48])[N:20]([C:39]2[CH:44]=[CH:43][C:42]([O:45][CH2:46][CH3:47])=[CH:41][CH:40]=2)[C:21](=[O:38])[C:22]=1[CH2:23][C:24]1[CH:29]=[CH:28][C:27]([C:30]2[C:31]([C:36]#[N:37])=[CH:32][CH:33]=[CH:34][CH:35]=2)=[CH:26][CH:25]=1)[CH2:14][CH2:15][CH3:16]. The catalyst is O.C(OCC)(=O)C. The yield is 0.730. (4) The reactants are [CH3:1][NH:2][C:3]1[CH:8]=[CH:7][N:6]=[C:5]([NH2:9])[CH:4]=1.Br[CH2:11][C:12]([C:14]1[CH:19]=[CH:18][C:17]([O:20][CH3:21])=[C:16]([O:22][CH3:23])[CH:15]=1)=O. No catalyst specified. The product is [CH3:23][O:22][C:16]1[CH:15]=[C:14]([C:12]2[N:9]=[C:5]3[CH:4]=[C:3]([NH:2][CH3:1])[CH:8]=[CH:7][N:6]3[CH:11]=2)[CH:19]=[CH:18][C:17]=1[O:20][CH3:21]. The yield is 0.550.